From a dataset of Reaction yield outcomes from USPTO patents with 853,638 reactions. Predict the reaction yield, written as a fraction of the theoretical maximum amount of product (1.0 means a 100% yield; for example, 0.34 means a 34% yield). (1) The reactants are [NH:1]1[C:6]2[CH:7]=[CH:8][S:9][C:5]=2[C:4](=[O:10])[NH:3][C:2]1=[O:11].[Br:12]Br. The yield is 0.600. The catalyst is C(O)(=O)C. The product is [Br:12][C:7]1[C:6]2[NH:1][C:2](=[O:11])[NH:3][C:4](=[O:10])[C:5]=2[S:9][CH:8]=1. (2) The reactants are [C:1]1([CH2:7][C:8]([NH:10][NH:11][C:12](=[O:22])[C:13]2[CH:18]=[CH:17][C:16]([F:19])=[C:15]([C:20]#[N:21])[CH:14]=2)=O)[CH:6]=[CH:5][CH:4]=[CH:3][CH:2]=1.O. The catalyst is [Cl-].[Cl-].[Cl-].[P+3]=O. The product is [CH2:7]([C:8]1[O:22][C:12]([C:13]2[CH:18]=[CH:17][C:16]([F:19])=[C:15]([CH:14]=2)[C:20]#[N:21])=[N:11][N:10]=1)[C:1]1[CH:2]=[CH:3][CH:4]=[CH:5][CH:6]=1. The yield is 0.670. (3) The reactants are C([SiH](CC)CC)C.[CH2:8]([O:15][C:16]1[CH:21]=[CH:20][CH:19]=[CH:18][C:17]=1[CH:22]([C:24]1[CH:29]=[CH:28][C:27]([Br:30])=[CH:26][CH:25]=1)O)[C:9]1[CH:14]=[CH:13][CH:12]=[CH:11][CH:10]=1.C(=O)([O-])[O-].[K+].[K+]. The catalyst is C(#N)C. The product is [CH2:8]([O:15][C:16]1[CH:21]=[CH:20][CH:19]=[CH:18][C:17]=1[CH2:22][C:24]1[CH:29]=[CH:28][C:27]([Br:30])=[CH:26][CH:25]=1)[C:9]1[CH:10]=[CH:11][CH:12]=[CH:13][CH:14]=1. The yield is 0.770. (4) The yield is 0.520. The reactants are [OH:1][C:2]1([CH2:15][CH:16]=O)[CH2:14][CH2:13][C:5]2([O:10][CH2:9][C:8]([CH3:12])([CH3:11])[CH2:7][O:6]2)[CH2:4][CH2:3]1.[F:18][C:19]([F:31])([F:30])[O:20][C:21]1[CH:26]=[CH:25][C:24]([C@@H:27]([NH2:29])[CH3:28])=[CH:23][CH:22]=1. No catalyst specified. The product is [CH3:12][C:8]1([CH3:11])[CH2:9][O:10][C:5]2([CH2:13][CH2:14][C:2]([CH2:15][CH2:16][NH:29][C@H:27]([C:24]3[CH:23]=[CH:22][C:21]([O:20][C:19]([F:18])([F:30])[F:31])=[CH:26][CH:25]=3)[CH3:28])([OH:1])[CH2:3][CH2:4]2)[O:6][CH2:7]1. (5) The reactants are [C:1]([O:5][C:6]([N:8]1[CH2:13][CH2:12][N:11]([C:14]2[CH:19]=[CH:18][C:17]([N+:20]([O-])=O)=[CH:16][N:15]=2)[CH2:10][CH2:9]1)=[O:7])([CH3:4])([CH3:3])[CH3:2].CO.[H][H]. The catalyst is [Pd].CCOC(C)=O. The product is [C:1]([O:5][C:6]([N:8]1[CH2:13][CH2:12][N:11]([C:14]2[CH:19]=[CH:18][C:17]([NH2:20])=[CH:16][N:15]=2)[CH2:10][CH2:9]1)=[O:7])([CH3:4])([CH3:2])[CH3:3]. The yield is 0.980. (6) The catalyst is [Pd].C(O)C. The reactants are [OH:1][C:2]1[CH:3]=[CH:4][C:5]([CH:8]=[CH:9][C:10]([O:12][CH2:13][CH3:14])=[O:11])=[N:6][CH:7]=1. The yield is 0.650. The product is [OH:1][C:2]1[CH:3]=[CH:4][C:5]([CH2:8][CH2:9][C:10]([O:12][CH2:13][CH3:14])=[O:11])=[N:6][CH:7]=1. (7) The reactants are [NH2:1][C:2]1[CH:7]=[CH:6][C:5]([CH2:8][CH2:9][N:10]([CH2:40][C:41]2[CH:46]=[CH:45][CH:44]=[CH:43][CH:42]=2)[CH2:11][C@@H:12]([C:21]2[CH:30]=[CH:29][C:28]([O:31][CH2:32][C:33]3[CH:38]=[CH:37][CH:36]=[CH:35][CH:34]=3)=[C:27]3[C:22]=2[CH:23]=[CH:24][C:25](=[O:39])[NH:26]3)[O:13][Si:14]([C:17]([CH3:20])([CH3:19])[CH3:18])([CH3:16])[CH3:15])=[CH:4][CH:3]=1.[C:47]1([C:78]2[CH:83]=[CH:82][CH:81]=[CH:80][CH:79]=2)[CH:52]=[CH:51][CH:50]=[CH:49][C:48]=1[NH:53][C:54]([O:56][CH:57]1[CH2:62][CH2:61][N:60]([CH2:63][CH2:64][C:65](CNC2C=C(C=CC=2)C(O)=O)=[O:66])[CH2:59][CH2:58]1)=[O:55].ON1[C:89]2[N:90]=[CH:91][CH:92]=[CH:93][C:88]=2N=N1.C(N([CH2:101][CH3:102])C(C)C)(C)C.CCN=C=NCCCN(C)C.Cl.[C:115](=O)(O)[O-:116].[Na+]. The yield is 0.770. The catalyst is C(Cl)Cl. The product is [CH2:40]([N:10]([CH2:11][C@@H:12]([C:21]1[CH:30]=[CH:29][C:28]([O:31][CH2:32][C:33]2[CH:38]=[CH:37][CH:36]=[CH:35][CH:34]=2)=[C:27]2[C:22]=1[CH:23]=[CH:24][C:25](=[O:39])[NH:26]2)[O:13][Si:14]([C:17]([CH3:20])([CH3:18])[CH3:19])([CH3:16])[CH3:15])[CH2:9][CH2:8][C:5]1[CH:4]=[CH:3][C:2]([NH:1][C:115]([C:92]2[CH:93]=[C:88]([CH2:89][NH:90][C:65]([CH2:64][CH2:63][N:60]3[CH2:59][CH2:58][CH:57]([O:56][C:54](=[O:55])[NH:53][C:48]4[CH:49]=[CH:50][CH:51]=[CH:52][C:47]=4[C:78]4[CH:79]=[CH:80][CH:81]=[CH:82][CH:83]=4)[CH2:62][CH2:61]3)=[O:66])[CH:101]=[CH:102][CH:91]=2)=[O:116])=[CH:7][CH:6]=1)[C:41]1[CH:42]=[CH:43][CH:44]=[CH:45][CH:46]=1.